This data is from Forward reaction prediction with 1.9M reactions from USPTO patents (1976-2016). The task is: Predict the product of the given reaction. (1) Given the reactants CC1(C)[O:7][C:6]2[CH:8]=[CH:9][CH:10]=[C:11]([CH2:12][CH2:13][N:14]3[CH2:19][CH2:18][CH:17]([C:20]([O:22][CH2:23][CH3:24])=[O:21])[CH2:16][CH2:15]3)[C:5]=2[CH2:4][O:3]1.O, predict the reaction product. The product is: [OH:7][C:6]1[C:5]([CH2:4][OH:3])=[C:11]([CH:10]=[CH:9][CH:8]=1)[CH2:12][CH2:13][N:14]1[CH2:15][CH2:16][CH:17]([C:20]([O:22][CH2:23][CH3:24])=[O:21])[CH2:18][CH2:19]1. (2) Given the reactants [C:1]([C:3]1[CH:10]=[CH:9][C:6]([CH:7]=O)=[CH:5][CH:4]=1)#[N:2].[CH3:11][NH2:12].S([O-])([O-])(=O)=O.[Mg+2].[BH4-].[Na+], predict the reaction product. The product is: [CH3:11][NH:12][CH2:7][C:6]1[CH:9]=[CH:10][C:3]([C:1]#[N:2])=[CH:4][CH:5]=1. (3) Given the reactants [H-].[Na+].[OH:3][C@H:4]1[C@@H:8]([OH:9])[CH2:7][N:6]([C:10]([O:12][CH2:13][C:14]2[CH:19]=[CH:18][CH:17]=[CH:16][CH:15]=2)=[O:11])[CH2:5]1.[CH2:20](Br)[CH2:21][CH2:22][CH2:23][CH2:24][CH2:25][CH2:26][CH2:27][CH2:28][CH2:29][CH2:30][CH2:31][CH2:32][CH2:33][CH2:34][CH2:35][CH2:36][CH3:37].[I-].[Na+], predict the reaction product. The product is: [CH2:20]([O:3][C@H:4]1[C@@H:8]([O:9][CH2:37][CH2:36][CH2:35][CH2:34][CH2:33][CH2:32][CH2:31][CH2:30][CH2:29][CH2:28][CH2:27][CH2:26][CH2:25][CH2:24][CH2:23][CH2:22][CH2:21][CH3:20])[CH2:7][N:6]([C:10]([O:12][CH2:13][C:14]2[CH:19]=[CH:18][CH:17]=[CH:16][CH:15]=2)=[O:11])[CH2:5]1)[CH2:21][CH2:22][CH2:23][CH2:24][CH2:25][CH2:26][CH2:27][CH2:28][CH2:29][CH2:30][CH2:31][CH2:32][CH2:33][CH2:34][CH2:35][CH2:36][CH3:37]. (4) Given the reactants [CH3:1][NH:2][NH:3][C:4]([C:6]1[C:11]([CH3:12])=[CH:10][CH:9]=[CH:8][N:7]=1)=[NH:5].[OH:13][C:14]1[CH:21]=[CH:20][CH:19]=[CH:18][C:15]=1[CH:16]=O, predict the reaction product. The product is: [CH3:1][N:2]1[C:16]([C:15]2[CH:18]=[CH:19][CH:20]=[CH:21][C:14]=2[OH:13])=[N:5][C:4]([C:6]2[C:11]([CH3:12])=[CH:10][CH:9]=[CH:8][N:7]=2)=[N:3]1. (5) Given the reactants [CH2:1]([N:8](C)[CH2:9][CH2:10][O:11][C:12]1[CH:17]=[C:16]([C:18]2[CH:19]=[N:20][NH:21][CH:22]=2)[CH:15]=[CH:14][C:13]=1[NH:23][C:24]([CH:26]1[CH2:35][C:34]2[C:29](=[CH:30][CH:31]=[C:32]([O:36][CH3:37])[CH:33]=2)[O:28][CH2:27]1)=[O:25])C1C=CC=CC=1, predict the reaction product. The product is: [CH3:1][NH:8][CH2:9][CH2:10][O:11][C:12]1[CH:17]=[C:16]([C:18]2[CH:19]=[N:20][NH:21][CH:22]=2)[CH:15]=[CH:14][C:13]=1[NH:23][C:24]([CH:26]1[CH2:35][C:34]2[C:29](=[CH:30][CH:31]=[C:32]([O:36][CH3:37])[CH:33]=2)[O:28][CH2:27]1)=[O:25].